From a dataset of Forward reaction prediction with 1.9M reactions from USPTO patents (1976-2016). Predict the product of the given reaction. (1) Given the reactants [N+:1]([C:4]1[C:5]([N:10]2[CH2:15][CH2:14][NH:13][CH2:12][CH:11]2[C:16]([O:18][C:19]([CH3:22])([CH3:21])[CH3:20])=[O:17])=[N:6][CH:7]=[CH:8][CH:9]=1)([O-])=O.C1CCCCC=1, predict the reaction product. The product is: [NH2:1][C:4]1[C:5]([N:10]2[CH2:15][CH2:14][NH:13][CH2:12][CH:11]2[C:16]([O:18][C:19]([CH3:22])([CH3:21])[CH3:20])=[O:17])=[N:6][CH:7]=[CH:8][CH:9]=1. (2) Given the reactants [CH2:1]([O:3][C:4]([C:6]1[N:7]([NH2:12])[CH:8]=[C:9]([F:11])[CH:10]=1)=[O:5])[CH3:2].C(N(CC)CC)C.[Br:20][C:21]1[CH:29]=[CH:28][C:24]([C:25](Cl)=[O:26])=[CH:23][CH:22]=1, predict the reaction product. The product is: [CH2:1]([O:3][C:4]([C:6]1[N:7]([NH:12][C:25](=[O:26])[C:24]2[CH:28]=[CH:29][C:21]([Br:20])=[CH:22][CH:23]=2)[CH:8]=[C:9]([F:11])[CH:10]=1)=[O:5])[CH3:2]. (3) Given the reactants [CH2:1]1[CH:9]2[N:4]([CH2:5][CH:6]=[C:7]([C:10]3[C:18]4[C:13](=[CH:14][N:15]=[CH:16][CH:17]=4)[NH:12][CH:11]=3)[CH2:8]2)[CH2:3][CH2:2]1.[C:19]1([S:29](Cl)(=[O:31])=[O:30])[C:28]2[C:23](=[CH:24][CH:25]=[CH:26][CH:27]=2)[CH:22]=[CH:21][CH:20]=1.C[Si]([N-][Si](C)(C)C)(C)C.[Na+], predict the reaction product. The product is: [CH2:1]1[CH:9]2[N:4]([CH2:5][CH:6]=[C:7]([C:10]3[C:18]4[C:13](=[CH:14][N:15]=[CH:16][CH:17]=4)[N:12]([S:29]([C:19]4[C:28]5[C:23](=[CH:24][CH:25]=[CH:26][CH:27]=5)[CH:22]=[CH:21][CH:20]=4)(=[O:31])=[O:30])[CH:11]=3)[CH2:8]2)[CH2:3][CH2:2]1. (4) The product is: [CH:27]([C:30]1[CH:31]=[C:32]([CH:33]([C:2]2[C:18]([CH3:19])=[CH:17][C:5]([O:6][Si:7]([CH:14]([CH3:16])[CH3:15])([CH:11]([CH3:13])[CH3:12])[CH:8]([CH3:9])[CH3:10])=[C:4]([CH3:20])[C:3]=2[CH3:21])[OH:34])[CH:35]=[CH:36][C:37]=1[O:38][CH2:39][O:40][CH3:41])([CH3:29])[CH3:28]. Given the reactants Br[C:2]1[C:18]([CH3:19])=[CH:17][C:5]([O:6][Si:7]([CH:14]([CH3:16])[CH3:15])([CH:11]([CH3:13])[CH3:12])[CH:8]([CH3:10])[CH3:9])=[C:4]([CH3:20])[C:3]=1[CH3:21].[Li]CCCC.[CH:27]([C:30]1[CH:31]=[C:32]([CH:35]=[CH:36][C:37]=1[O:38][CH2:39][O:40][CH3:41])[CH:33]=[O:34])([CH3:29])[CH3:28], predict the reaction product. (5) Given the reactants O1CCC[CH2:2]1.C([Li])CCC.CCCCCC.[CH3:17][O:18][C:19]1[CH:39]=[CH:38][C:22]([CH2:23][O:24][CH2:25][C:26]2[CH:31]=[CH:30][C:29]([C:32](=O)[CH2:33][CH2:34][CH2:35][CH3:36])=[CH:28][CH:27]=2)=[CH:21][CH:20]=1.[Cl-].[NH4+], predict the reaction product. The product is: [CH2:2]=[C:32]([C:29]1[CH:30]=[CH:31][C:26]([CH2:25][O:24][CH2:23][C:22]2[CH:38]=[CH:39][C:19]([O:18][CH3:17])=[CH:20][CH:21]=2)=[CH:27][CH:28]=1)[CH2:33][CH2:34][CH2:35][CH3:36]. (6) Given the reactants [OH:1][CH2:2][CH2:3][C:4]1[CH:5]=[C:6]([CH2:12][CH:13]([O:19][CH:20]([CH3:22])[CH3:21])[C:14]([O:16]CC)=[O:15])[CH:7]=[CH:8][C:9]=1[O:10][CH3:11].[CH3:23][O:24][C:25]1[CH:30]=[CH:29][C:28]([N:31]=[C:32]=[O:33])=[CH:27][CH:26]=1, predict the reaction product. The product is: [CH:20]([O:19][CH:13]([CH2:12][C:6]1[CH:7]=[CH:8][C:9]([O:10][CH3:11])=[C:4]([CH2:3][CH2:2][O:1][C:32]([NH:31][C:28]2[CH:29]=[CH:30][C:25]([O:24][CH3:23])=[CH:26][CH:27]=2)=[O:33])[CH:5]=1)[C:14]([OH:16])=[O:15])([CH3:21])[CH3:22]. (7) Given the reactants O[CH2:2][C:3]1[C:7]([CH3:8])=[C:6]([C:9]2[CH:14]=[CH:13][N:12]=[CH:11][CH:10]=2)[S:5][C:4]=1[C:15]1[CH:20]=[CH:19][N:18]=[CH:17][CH:16]=1.C1(P(C2C=CC=CC=2)C2C=CC=CC=2)C=CC=CC=1.[C:40]([O:44][C:45]([NH:47][O:48][C:49]([O:51][C:52]([CH3:55])([CH3:54])[CH3:53])=[O:50])=[O:46])([CH3:43])([CH3:42])[CH3:41].CCOC(/N=N/C(OCC)=O)=O, predict the reaction product. The product is: [C:40]([O:44][C:45]([N:47]([CH2:2][C:3]1[C:7]([CH3:8])=[C:6]([C:9]2[CH:10]=[CH:11][N:12]=[CH:13][CH:14]=2)[S:5][C:4]=1[C:15]1[CH:20]=[CH:19][N:18]=[CH:17][CH:16]=1)[O:48][C:49]([O:51][C:52]([CH3:55])([CH3:54])[CH3:53])=[O:50])=[O:46])([CH3:43])([CH3:42])[CH3:41]. (8) Given the reactants C1C(=O)N([Br:8])C(=O)C1.[Cl:9][C:10]1[CH:15]=[CH:14][CH:13]=[C:12]([Cl:16])[C:11]=1[N:17]1[CH:28]=[CH:27][C:20]2[N:21]=[C:22]([S:25][CH3:26])[N:23]=[CH:24][C:19]=2[C:18]1=[O:29], predict the reaction product. The product is: [Br:8][C:27]1[C:20]2[N:21]=[C:22]([S:25][CH3:26])[N:23]=[CH:24][C:19]=2[C:18](=[O:29])[N:17]([C:11]2[C:10]([Cl:9])=[CH:15][CH:14]=[CH:13][C:12]=2[Cl:16])[CH:28]=1. (9) The product is: [Si:38]([O:23][C@H:10]1[CH2:9][C:8]([CH3:25])([CH3:24])[CH2:7][C:6]2[N:5]=[C:4]([CH:1]([CH3:3])[CH3:2])[C:13]3[C:14](=[O:22])[O:15][C:16]4([CH2:17][CH2:18][O:19][CH2:20][CH2:21]4)[C:12]=3[C:11]1=2)([C:34]([CH3:37])([CH3:36])[CH3:35])([CH3:40])[CH3:39]. Given the reactants [CH:1]([C:4]1[C:13]2[C:14](=[O:22])[O:15][C:16]3([CH2:21][CH2:20][O:19][CH2:18][CH2:17]3)[C:12]=2[C:11]2[C@@H:10]([OH:23])[CH2:9][C:8]([CH3:25])([CH3:24])[CH2:7][C:6]=2[N:5]=1)([CH3:3])[CH3:2].N1C(C)=CC=CC=1C.[C:34]([Si:38](OS(C(F)(F)F)(=O)=O)([CH3:40])[CH3:39])([CH3:37])([CH3:36])[CH3:35], predict the reaction product.